This data is from Forward reaction prediction with 1.9M reactions from USPTO patents (1976-2016). The task is: Predict the product of the given reaction. (1) Given the reactants [CH:1]([C:3]1[CH:4]=[C:5]2[C:10](=[CH:11][CH:12]=1)[C:8](=[O:9])[O:7][CH2:6]2)=[O:2].[CH2:13](O)[CH2:14][OH:15], predict the reaction product. The product is: [O:2]1[CH2:13][CH2:14][O:15][CH:1]1[C:3]1[CH:4]=[C:5]2[C:10](=[CH:11][CH:12]=1)[C:8](=[O:9])[O:7][CH2:6]2. (2) Given the reactants [NH:1]1[CH2:4][CH:3]([NH:5][C:6](=[O:15])[O:7][CH2:8][C:9]2[CH:14]=[CH:13][CH:12]=[CH:11][CH:10]=2)[CH2:2]1.[F:16][C:17]1[CH:25]=[CH:24][C:23]([CH:26]=[O:27])=[CH:22][C:18]=1[C:19](O)=[O:20].F[P-](F)(F)(F)(F)F.N1(OC(N(C)C)=[N+](C)C)C2C=CC=CC=2N=N1.C(N(CC)C(C)C)(C)C, predict the reaction product. The product is: [F:16][C:17]1[CH:25]=[CH:24][C:23]([CH:26]=[O:27])=[CH:22][C:18]=1[C:19]([N:1]1[CH2:4][CH:3]([NH:5][C:6](=[O:15])[O:7][CH2:8][C:9]2[CH:10]=[CH:11][CH:12]=[CH:13][CH:14]=2)[CH2:2]1)=[O:20]. (3) Given the reactants [Cl:1][CH2:2][C:3]1[N:8]=[C:7]([C:9](Cl)=[O:10])[CH:6]=[CH:5][CH:4]=1.[NH2:12][C:13]1[CH:21]=[C:20]([C:22]2[CH:23]=[C:24]([NH:29][S:30]([CH3:33])(=[O:32])=[O:31])[C:25]([Cl:28])=[N:26][CH:27]=2)[CH:19]=[C:18]2[C:14]=1[CH:15]=[N:16][N:17]2[S:34]([C:37]1[CH:42]=[CH:41][CH:40]=[CH:39][CH:38]=1)(=[O:36])=[O:35].N1C=CC=CC=1, predict the reaction product. The product is: [Cl:1][CH2:2][C:3]1[N:8]=[C:7]([C:9]([NH:12][C:13]2[CH:21]=[C:20]([C:22]3[CH:27]=[N:26][C:25]([Cl:28])=[C:24]([NH:29][S:30]([CH3:33])(=[O:32])=[O:31])[CH:23]=3)[CH:19]=[C:18]3[C:14]=2[CH:15]=[N:16][N:17]3[S:34]([C:37]2[CH:38]=[CH:39][CH:40]=[CH:41][CH:42]=2)(=[O:36])=[O:35])=[O:10])[CH:6]=[CH:5][CH:4]=1. (4) The product is: [CH3:17][C:5]1[CH:4]=[C:3]([CH2:2][N:1]([C:36]([O:35][C:31]([CH3:34])([CH3:33])[CH3:32])=[O:37])[CH2:29][C:24]2[CH:25]=[CH:26][CH:27]=[CH:28][N:23]=2)[C:12]2[C:7](=[CH:8][CH:9]=[CH:10][CH:11]=2)[C:6]=1[C:13]([OH:15])=[O:14]. Given the reactants [NH2:1][CH2:2][C:3]1[C:12]2[C:7](=[CH:8][CH:9]=[CH:10][CH:11]=2)[C:6]([C:13]([O:15]C)=[O:14])=[CH:5][CH:4]=1.[C:17](=O)([O-])[O-].[K+].[K+].[N:23]1[CH:28]=[CH:27][CH:26]=[CH:25][C:24]=1[CH2:29]N.[C:31]([O:35][C:36](O[C:36]([O:35][C:31]([CH3:34])([CH3:33])[CH3:32])=[O:37])=[O:37])([CH3:34])([CH3:33])[CH3:32], predict the reaction product. (5) The product is: [ClH:1].[ClH:1].[CH3:2][N:3]([CH2:5][C:6]1[S:10][C:9]([NH2:11])=[N:8][CH:7]=1)[CH3:4]. Given the reactants [ClH:1].[CH3:2][N:3]([CH2:5][C:6]1[S:10][C:9]([NH:11]C(=O)C)=[N:8][CH:7]=1)[CH3:4].Cl, predict the reaction product. (6) Given the reactants [CH2:1]([OH:10])[C@@H:2]([C@H:4]([C@@H:6]([CH2:8][OH:9])[OH:7])[OH:5])[OH:3], predict the reaction product. The product is: [CH2:1]([OH:10])[CH:2]([OH:3])[CH:4]([OH:5])[CH:6]([OH:7])[CH:8]=[O:9]. (7) Given the reactants [CH2:1]([N:3]([CH2:31][CH3:32])[C:4](=[O:30])[C:5]1[CH:10]=[CH:9][C:8]([O:11][C:12]2[N:17]=[C:16]([O:18][C:19]3[CH:24]=[CH:23][C:22]([O:25][CH3:26])=[CH:21][CH:20]=3)[C:15]([N+:27]([O-])=O)=[CH:14][N:13]=2)=[CH:7][CH:6]=1)[CH3:2].[H][H], predict the reaction product. The product is: [NH2:27][C:15]1[C:16]([O:18][C:19]2[CH:20]=[CH:21][C:22]([O:25][CH3:26])=[CH:23][CH:24]=2)=[N:17][C:12]([O:11][C:8]2[CH:9]=[CH:10][C:5]([C:4]([N:3]([CH2:1][CH3:2])[CH2:31][CH3:32])=[O:30])=[CH:6][CH:7]=2)=[N:13][CH:14]=1. (8) Given the reactants C([O:3][C:4]([C:6]1[NH:7][C:8]2[C:13]([CH:14]=1)=[CH:12][C:11]([C:15]1[CH:20]=[CH:19][C:18]([C:21]([CH3:24])([CH3:23])[CH3:22])=[CH:17][CH:16]=1)=[CH:10][CH:9]=2)=[O:5])C.Br[C:26]1[CH:31]=[CH:30][C:29]([O:32][CH:33]([CH3:35])[CH3:34])=[C:28]([N+:36]([O-:38])=[O:37])[CH:27]=1, predict the reaction product. The product is: [C:21]([C:18]1[CH:19]=[CH:20][C:15]([C:11]2[CH:12]=[C:13]3[C:8](=[CH:9][CH:10]=2)[N:7]([C:26]2[CH:31]=[CH:30][C:29]([O:32][CH:33]([CH3:34])[CH3:35])=[C:28]([N+:36]([O-:38])=[O:37])[CH:27]=2)[C:6]([C:4]([OH:3])=[O:5])=[CH:14]3)=[CH:16][CH:17]=1)([CH3:24])([CH3:22])[CH3:23]. (9) Given the reactants NC1C=CC2C3C(C(=O)N(C4C=CC=CC=4)N=3)=CNC=2C=1.[CH3:22][O:23][C:24]1[CH:29]=[CH:28][C:27]([N:30]2[C:45](=[O:46])[C:33]3=[CH:34][NH:35][C:36]4[CH:37]=[C:38]([N+:42]([O-])=O)[CH:39]=[CH:40][C:41]=4[C:32]3=[N:31]2)=[CH:26][CH:25]=1, predict the reaction product. The product is: [NH2:42][C:38]1[CH:39]=[CH:40][C:41]2[C:32]3[C:33]([C:45](=[O:46])[N:30]([C:27]4[CH:28]=[CH:29][C:24]([O:23][CH3:22])=[CH:25][CH:26]=4)[N:31]=3)=[CH:34][NH:35][C:36]=2[CH:37]=1.